This data is from Blood-brain barrier permeability regression values from the B3DB database. The task is: Regression/Classification. Given a drug SMILES string, predict its absorption, distribution, metabolism, or excretion properties. Task type varies by dataset: regression for continuous measurements (e.g., permeability, clearance, half-life) or binary classification for categorical outcomes (e.g., BBB penetration, CYP inhibition). For this dataset (b3db_regression), we predict Y. The compound is CCCN(CCC)C1=CC(=NC2=C(C(=NN12)C)C3=CN=C(C=C3C)N(C)C)C. The Y is 0.0700 log(BB ratio).